Dataset: Peptide-MHC class II binding affinity with 134,281 pairs from IEDB. Task: Regression. Given a peptide amino acid sequence and an MHC pseudo amino acid sequence, predict their binding affinity value. This is MHC class II binding data. (1) The peptide sequence is RPLWIIFSGNMNIKL. The MHC is DRB1_0401 with pseudo-sequence DRB1_0401. The binding affinity (normalized) is 0.460. (2) The peptide sequence is AAAASVPAADKFKTF. The MHC is HLA-DQA10101-DQB10501 with pseudo-sequence HLA-DQA10101-DQB10501. The binding affinity (normalized) is 0. (3) The peptide sequence is VIPEWCCRSCTMPPV. The MHC is DRB3_0301 with pseudo-sequence DRB3_0301. The binding affinity (normalized) is 0.543. (4) The peptide sequence is EKKYFAAQQFEPLAA. The MHC is HLA-DPA10103-DPB10601 with pseudo-sequence HLA-DPA10103-DPB10601. The binding affinity (normalized) is 0.917. (5) The peptide sequence is PLYRYLGGSFSHVL. The MHC is HLA-DPA10301-DPB10402 with pseudo-sequence HLA-DPA10301-DPB10402. The binding affinity (normalized) is 0.537. (6) The peptide sequence is KEEHSSTWHYDDENPYK. The MHC is DRB1_0404 with pseudo-sequence DRB1_0404. The binding affinity (normalized) is 0.0936. (7) The peptide sequence is LEVTEVFNFSQDDLL. The MHC is DRB5_0101 with pseudo-sequence DRB5_0101. The binding affinity (normalized) is 0.0653.